From a dataset of Catalyst prediction with 721,799 reactions and 888 catalyst types from USPTO. Predict which catalyst facilitates the given reaction. (1) Reactant: [F:1][CH:2]([F:34])[C:3]1[S:7][C:6]([C:8]([NH:10][C:11]2[N:15]([CH2:16][C@H:17]3[CH2:21][CH2:20][CH2:19][NH:18]3)[C:14]3[CH:22]=[CH:23][C:24]([C:26]([NH:28][CH2:29][C:30]([CH3:33])([CH3:32])[CH3:31])=[O:27])=[CH:25][C:13]=3[N:12]=2)=[O:9])=[CH:5][CH:4]=1.CCN(C(C)C)C(C)C.[C:44]([CH2:46][C:47](O)=[O:48])#[N:45].CN(C(ON1N=NC2C=CC=NC1=2)=[N+](C)C)C.F[P-](F)(F)(F)(F)F. Product: [C:44]([CH2:46][C:47]([N:18]1[CH2:19][CH2:20][CH2:21][C@@H:17]1[CH2:16][N:15]1[C:14]2[CH:22]=[CH:23][C:24]([C:26]([NH:28][CH2:29][C:30]([CH3:31])([CH3:33])[CH3:32])=[O:27])=[CH:25][C:13]=2[N:12]=[C:11]1[NH:10][C:8]([C:6]1[S:7][C:3]([CH:2]([F:1])[F:34])=[CH:4][CH:5]=1)=[O:9])=[O:48])#[N:45]. The catalyst class is: 3. (2) Reactant: CCOC(/N=N/C(OCC)=O)=O.O[CH2:14][CH2:15][C:16]1[C:21]([C:22]([NH:24][CH2:25][C:26]2[CH:31]=[CH:30][C:29]([O:32][CH3:33])=[CH:28][CH:27]=2)=[O:23])=[CH:20][N:19]=[CH:18][CH:17]=1.C1C=CC(P(C2C=CC=CC=2)C2C=CC=CC=2)=CC=1.CO. Product: [CH3:33][O:32][C:29]1[CH:30]=[CH:31][C:26]([CH2:25][N:24]2[CH2:14][CH2:15][C:16]3[C:21](=[CH:20][N:19]=[CH:18][CH:17]=3)[C:22]2=[O:23])=[CH:27][CH:28]=1. The catalyst class is: 396.